This data is from Retrosynthesis with 50K atom-mapped reactions and 10 reaction types from USPTO. The task is: Predict the reactants needed to synthesize the given product. (1) Given the product C=CC(=O)Oc1ccc(CNS(C)(=O)=O)cc1, predict the reactants needed to synthesize it. The reactants are: C=CC(=O)Cl.CS(=O)(=O)NCc1ccc(O)cc1. (2) The reactants are: COC(=O)c1ccc2[nH]ncc2n1. Given the product OCc1ccc2[nH]ncc2n1, predict the reactants needed to synthesize it.